Dataset: NCI-60 drug combinations with 297,098 pairs across 59 cell lines. Task: Regression. Given two drug SMILES strings and cell line genomic features, predict the synergy score measuring deviation from expected non-interaction effect. (1) Drug 1: C(=O)(N)NO. Drug 2: C1CN(P(=O)(OC1)NCCCl)CCCl. Cell line: MOLT-4. Synergy scores: CSS=7.30, Synergy_ZIP=-0.664, Synergy_Bliss=1.50, Synergy_Loewe=0.804, Synergy_HSA=0.671. (2) Synergy scores: CSS=9.04, Synergy_ZIP=3.35, Synergy_Bliss=3.21, Synergy_Loewe=-8.16, Synergy_HSA=0.409. Cell line: K-562. Drug 2: C(CC(=O)O)C(=O)CN.Cl. Drug 1: C1CCC(C1)C(CC#N)N2C=C(C=N2)C3=C4C=CNC4=NC=N3. (3) Drug 1: CN1C2=C(C=C(C=C2)N(CCCl)CCCl)N=C1CCCC(=O)O.Cl. Drug 2: COCCOC1=C(C=C2C(=C1)C(=NC=N2)NC3=CC=CC(=C3)C#C)OCCOC.Cl. Cell line: SNB-19. Synergy scores: CSS=0.259, Synergy_ZIP=-0.173, Synergy_Bliss=1.39, Synergy_Loewe=-1.70, Synergy_HSA=-0.512. (4) Drug 1: C1CCC(C1)C(CC#N)N2C=C(C=N2)C3=C4C=CNC4=NC=N3. Drug 2: CC1=CC2C(CCC3(C2CCC3(C(=O)C)OC(=O)C)C)C4(C1=CC(=O)CC4)C. Cell line: SNB-19. Synergy scores: CSS=-3.45, Synergy_ZIP=6.72, Synergy_Bliss=6.01, Synergy_Loewe=-0.355, Synergy_HSA=-2.50. (5) Drug 1: CN1C(=O)N2C=NC(=C2N=N1)C(=O)N. Drug 2: CNC(=O)C1=NC=CC(=C1)OC2=CC=C(C=C2)NC(=O)NC3=CC(=C(C=C3)Cl)C(F)(F)F. Cell line: KM12. Synergy scores: CSS=-4.23, Synergy_ZIP=-0.539, Synergy_Bliss=-2.65, Synergy_Loewe=-3.60, Synergy_HSA=-3.78. (6) Drug 1: CC1=C2C(C(=O)C3(C(CC4C(C3C(C(C2(C)C)(CC1OC(=O)C(C(C5=CC=CC=C5)NC(=O)C6=CC=CC=C6)O)O)OC(=O)C7=CC=CC=C7)(CO4)OC(=O)C)O)C)OC(=O)C. Drug 2: CCN(CC)CCNC(=O)C1=C(NC(=C1C)C=C2C3=C(C=CC(=C3)F)NC2=O)C. Cell line: U251. Synergy scores: CSS=22.1, Synergy_ZIP=3.91, Synergy_Bliss=6.66, Synergy_Loewe=-21.9, Synergy_HSA=1.07. (7) Drug 1: C1CCC(C1)C(CC#N)N2C=C(C=N2)C3=C4C=CNC4=NC=N3. Drug 2: CN(C)N=NC1=C(NC=N1)C(=O)N. Cell line: SK-MEL-2. Synergy scores: CSS=-6.55, Synergy_ZIP=4.72, Synergy_Bliss=1.80, Synergy_Loewe=-4.43, Synergy_HSA=-4.44. (8) Drug 1: CC1C(C(CC(O1)OC2CC(CC3=C2C(=C4C(=C3O)C(=O)C5=C(C4=O)C(=CC=C5)OC)O)(C(=O)CO)O)N)O.Cl. Drug 2: CC1C(C(CC(O1)OC2CC(CC3=C2C(=C4C(=C3O)C(=O)C5=C(C4=O)C(=CC=C5)OC)O)(C(=O)CO)O)N)O.Cl. Cell line: CCRF-CEM. Synergy scores: CSS=53.2, Synergy_ZIP=-6.60, Synergy_Bliss=-8.05, Synergy_Loewe=-3.36, Synergy_HSA=-1.64.